From a dataset of Forward reaction prediction with 1.9M reactions from USPTO patents (1976-2016). Predict the product of the given reaction. (1) Given the reactants [H-].[Na+].[CH2:3]([OH:7])[C:4]#[C:5][CH3:6].Cl[C:9]1[CH:14]=[C:13]([CH2:15][C:16]2[CH:21]=[CH:20][CH:19]=[CH:18][C:17]=2[CH3:22])[N:12]=[CH:11][N:10]=1.[Cl-].[NH4+], predict the reaction product. The product is: [CH2:3]([O:7][C:9]1[CH:14]=[C:13]([CH2:15][C:16]2[CH:21]=[CH:20][CH:19]=[CH:18][C:17]=2[CH3:22])[N:12]=[CH:11][N:10]=1)[C:4]#[C:5][CH3:6]. (2) Given the reactants Cl.Cl.[N:3]1[CH:8]=[CH:7][CH:6]=[C:5]([NH:9][C:10]([N:12]2[CH2:17][CH2:16][CH2:15][CH2:14][CH2:13]2)=[O:11])[CH:4]=1.[CH2:18]([C:23]1[CH:28]=[CH:27][C:26]([S:29](Cl)(=[O:31])=[O:30])=[CH:25][CH:24]=1)[CH2:19][CH2:20][CH2:21][CH3:22].O, predict the reaction product. The product is: [CH2:18]([C:23]1[CH:24]=[CH:25][C:26]([S:29]([CH:15]2[CH2:16][CH2:17][N:12]([C:10]([NH:9][C:5]3[CH:4]=[N:3][CH:8]=[CH:7][CH:6]=3)=[O:11])[CH2:13][CH2:14]2)(=[O:31])=[O:30])=[CH:27][CH:28]=1)[CH2:19][CH2:20][CH2:21][CH3:22]. (3) The product is: [F:35][C:31]1[CH:30]=[C:29]([C:5]2[C:4]([C:1]([NH2:2])=[O:3])=[C:8]3[CH2:9][N:10]([C:13]([NH:15][CH:16]4[CH2:17][CH2:18][NH:19][CH2:20][CH2:21]4)=[O:14])[CH2:11][CH2:12][N:7]3[N:6]=2)[CH:34]=[CH:33][CH:32]=1. Given the reactants [C:1]([C:4]1[C:5]([C:29]2[CH:34]=[CH:33][CH:32]=[C:31]([F:35])[CH:30]=2)=[N:6][N:7]2[CH2:12][CH2:11][N:10]([C:13]([NH:15][CH:16]3[CH2:21][CH2:20][N:19](C(OC(C)(C)C)=O)[CH2:18][CH2:17]3)=[O:14])[CH2:9][C:8]=12)(=[O:3])[NH2:2].C(O)(C(F)(F)F)=O, predict the reaction product. (4) The product is: [F:17][C:18]1[CH:23]=[CH:22][C:21]([O:24][C:2]2[C:3]([C:12]([OH:14])=[O:13])=[N:4][C:5]3[C:10]([N:11]=2)=[CH:9][CH:8]=[CH:7][CH:6]=3)=[C:20]([O:25][CH3:26])[CH:19]=1. Given the reactants Cl[C:2]1[C:3]([C:12]([O:14]CC)=[O:13])=[N:4][C:5]2[C:10]([N:11]=1)=[CH:9][CH:8]=[CH:7][CH:6]=2.[F:17][C:18]1[CH:23]=[CH:22][C:21]([OH:24])=[C:20]([O:25][CH3:26])[CH:19]=1.C([O-])([O-])=O.[Cs+].[Cs+].Cl, predict the reaction product. (5) Given the reactants [CH3:1][O:2][C:3]1[CH:4]=[CH:5][C:6]2[S:10][C:9]([CH3:11])=[N:8][C:7]=2[CH:12]=1.[CH2:13]([I:15])[CH3:14], predict the reaction product. The product is: [I-:15].[CH2:13]([N+:8]1[C:7]2[CH:12]=[C:3]([O:2][CH3:1])[CH:4]=[CH:5][C:6]=2[S:10][C:9]=1[CH3:11])[CH3:14]. (6) Given the reactants [OH:1][CH2:2][C:3]1[C:12]([C:13]2[CH:18]=[CH:17][CH:16]=[CH:15][C:14]=2[OH:19])=[CH:11][CH:10]=[C:9]2[C:4]=1[C:5]([CH3:22])=[CH:6][C:7]([CH3:21])([CH3:20])[NH:8]2.C(N(CC)CC)C.[F:30][C:31]([F:37])([F:36])[S:32](Cl)(=[O:34])=[O:33], predict the reaction product. The product is: [OH:1][CH2:2][C:3]1[C:12]([C:13]2[CH:18]=[CH:17][CH:16]=[CH:15][C:14]=2[O:19][S:32]([C:31]([F:37])([F:36])[F:30])(=[O:34])=[O:33])=[CH:11][CH:10]=[C:9]2[C:4]=1[C:5]([CH3:22])=[CH:6][C:7]([CH3:21])([CH3:20])[NH:8]2. (7) Given the reactants [CH3:1][O:2][C:3]1[CH:28]=[CH:27][C:6]([CH2:7][N:8]([C:22]2[S:23][CH:24]=[CH:25][N:26]=2)[S:9]([C:12]2[CH:13]=[CH:14][C:15]3[NH:20][CH2:19][CH2:18][O:17][C:16]=3[CH:21]=2)(=[O:11])=[O:10])=[CH:5][CH:4]=1.Br[C:30]1[CH:35]=[CH:34][CH:33]=[CH:32][C:31]=1[O:36][CH2:37][O:38][CH3:39].CC1(C)C2C(=C(P(C3C=CC=CC=3)C3C=CC=CC=3)C=CC=2)OC2C(P(C3C=CC=CC=3)C3C=CC=CC=3)=CC=CC1=2.CC(C)([O-])C.[Na+], predict the reaction product. The product is: [CH3:1][O:2][C:3]1[CH:4]=[CH:5][C:6]([CH2:7][N:8]([C:22]2[S:23][CH:24]=[CH:25][N:26]=2)[S:9]([C:12]2[CH:13]=[CH:14][C:15]3[N:20]([C:30]4[CH:35]=[CH:34][CH:33]=[CH:32][C:31]=4[O:36][CH2:37][O:38][CH3:39])[CH2:19][CH2:18][O:17][C:16]=3[CH:21]=2)(=[O:11])=[O:10])=[CH:27][CH:28]=1. (8) Given the reactants [CH3:1][C:2]1[O:6][N:5]=[C:4]([C:7]2[CH:12]=[CH:11][C:10]([NH2:13])=[CH:9][CH:8]=2)[N:3]=1.C[Si]([C:18]#[N:19])(C)C.[Si:20]([O:27][C:28]1[CH:35]=[CH:34][C:31]([CH:32]=O)=[CH:30][C:29]=1[O:36][CH3:37])([C:23]([CH3:26])([CH3:25])[CH3:24])([CH3:22])[CH3:21].C(OCC)(=O)C, predict the reaction product. The product is: [Si:20]([O:27][C:28]1[CH:35]=[CH:34][C:31]([CH:32]([NH:13][C:10]2[CH:11]=[CH:12][C:7]([C:4]3[N:3]=[C:2]([CH3:1])[O:6][N:5]=3)=[CH:8][CH:9]=2)[C:18]#[N:19])=[CH:30][C:29]=1[O:36][CH3:37])([C:23]([CH3:26])([CH3:25])[CH3:24])([CH3:22])[CH3:21].